Dataset: Catalyst prediction with 721,799 reactions and 888 catalyst types from USPTO. Task: Predict which catalyst facilitates the given reaction. (1) Reactant: Cl[CH2:2][N:3]1[CH:7]=[N:6][C:5]([C:8]([F:11])([F:10])[F:9])=[N:4]1.[F:12][C:13]([F:22])([F:21])[CH2:14][CH2:15][CH:16]([C:19]#[N:20])[C:17]#[N:18].C(=O)([O-])[O-].[K+].[K+].O. Product: [F:9][C:8]([F:11])([F:10])[C:5]1[N:6]=[CH:7][N:3]([CH2:2][C:16]([CH2:15][CH2:14][C:13]([F:12])([F:21])[F:22])([C:17]#[N:18])[C:19]#[N:20])[N:4]=1. The catalyst class is: 9. (2) Reactant: [CH3:1][N:2]1[C:6](=[O:7])[C:5]2([C:15]3[CH:14]=[CH:13][S:12][C:11]=3[CH2:10][CH2:9][CH2:8]2)[N:4]=[C:3]1SC.[I-].[NH4+:19].N. Product: [NH2:19][C:3]1[N:2]([CH3:1])[C:6](=[O:7])[C:5]2([C:15]3[CH:14]=[CH:13][S:12][C:11]=3[CH2:10][CH2:9][CH2:8]2)[N:4]=1. The catalyst class is: 5. (3) Reactant: [CH3:1][O:2][C:3]1[CH:47]=[C:46]([O:48][CH3:49])[CH:45]=[CH:44][C:4]=1[CH2:5][NH:6][C:7]1[C:8]2[CH:15]=[CH:14][N:13]([C@H:16]3[C@@H:20]4[O:21][C:22]([CH3:25])([CH3:24])[O:23][C@@H:19]4[C@@H:18]([CH2:26][NH:27][CH:28]4[CH2:31][CH:30]([CH2:32][CH2:33][C:34]([O:36][CH2:37][C:38]5[CH:43]=[CH:42][CH:41]=[CH:40][CH:39]=5)=[O:35])[CH2:29]4)[O:17]3)[C:9]=2[N:10]=[CH:11][N:12]=1.C([O-])([O-])=O.[K+].[K+].I[CH:57]([CH3:59])[CH3:58]. Product: [CH3:1][O:2][C:3]1[CH:47]=[C:46]([O:48][CH3:49])[CH:45]=[CH:44][C:4]=1[CH2:5][NH:6][C:7]1[C:8]2[CH:15]=[CH:14][N:13]([C@H:16]3[C@@H:20]4[O:21][C:22]([CH3:25])([CH3:24])[O:23][C@@H:19]4[C@@H:18]([CH2:26][N:27]([CH:57]([CH3:59])[CH3:58])[CH:28]4[CH2:31][CH:30]([CH2:32][CH2:33][C:34]([O:36][CH2:37][C:38]5[CH:39]=[CH:40][CH:41]=[CH:42][CH:43]=5)=[O:35])[CH2:29]4)[O:17]3)[C:9]=2[N:10]=[CH:11][N:12]=1. The catalyst class is: 23. (4) Reactant: [CH2:1]([O:3][C:4]([C:6]1[N:7]([CH2:24][C:25]2[CH:30]=[CH:29][CH:28]=[C:27]([C:31]([F:34])([F:33])[F:32])[CH:26]=2)[C:8]2[C:13]([C:14]=1I)=[CH:12][C:11]([C:16]1[CH:21]=[CH:20][C:19]([O:22][CH3:23])=[CH:18][CH:17]=1)=[CH:10][CH:9]=2)=[O:5])[CH3:2].[C:35]1(B(O)O)[CH:40]=[CH:39][CH:38]=[CH:37][CH:36]=1.[O-]P([O-])([O-])=O.[K+].[K+].[K+]. Product: [CH2:1]([O:3][C:4]([C:6]1[N:7]([CH2:24][C:25]2[CH:30]=[CH:29][CH:28]=[C:27]([C:31]([F:34])([F:33])[F:32])[CH:26]=2)[C:8]2[C:13]([C:14]=1[C:35]1[CH:40]=[CH:39][CH:38]=[CH:37][CH:36]=1)=[CH:12][C:11]([C:16]1[CH:21]=[CH:20][C:19]([O:22][CH3:23])=[CH:18][CH:17]=1)=[CH:10][CH:9]=2)=[O:5])[CH3:2]. The catalyst class is: 718. (5) Reactant: Cl.[C:2]1([C:8](=[NH:10])[NH2:9])[CH:7]=[CH:6][CH:5]=[CH:4][CH:3]=1.O.[NH2:12]N.[C:14]([NH:17][CH:18]([CH2:26][CH3:27])[C:19](=O)[C:20](OCC)=[O:21])(=[O:16])[CH3:15]. Product: [O:21]=[C:20]1[C:19]([CH:18]([NH:17][C:14](=[O:16])[CH3:15])[CH2:26][CH3:27])=[N:12][N:9]=[C:8]([C:2]2[CH:7]=[CH:6][CH:5]=[CH:4][CH:3]=2)[NH:10]1. The catalyst class is: 8. (6) Reactant: Cl[CH2:2][CH2:3][CH2:4][O:5][C:6]1[CH:11]=[CH:10][C:9]([C:12]2[S:13][C:14]3[CH2:19][CH:18]([C:20]([N:22]4[CH2:27][CH2:26][O:25][CH2:24][CH2:23]4)=[O:21])[CH2:17][C:15]=3[N:16]=2)=[CH:8][CH:7]=1.C(=O)([O-])[O-].[K+].[K+].[I-].[Na+].[CH3:36][CH:37]1[CH2:41][CH2:40][CH2:39][NH:38]1. Product: [CH3:36][CH:37]1[CH2:41][CH2:40][CH2:39][N:38]1[CH2:2][CH2:3][CH2:4][O:5][C:6]1[CH:11]=[CH:10][C:9]([C:12]2[S:13][C:14]3[CH2:19][CH:18]([C:20]([N:22]4[CH2:27][CH2:26][O:25][CH2:24][CH2:23]4)=[O:21])[CH2:17][C:15]=3[N:16]=2)=[CH:8][CH:7]=1. The catalyst class is: 10.